This data is from Forward reaction prediction with 1.9M reactions from USPTO patents (1976-2016). The task is: Predict the product of the given reaction. (1) Given the reactants C(OC([N:8]([CH2:21][C@@H:22]1[C@@H:26]([C:27]2[CH:32]=[CH:31][CH:30]=[CH:29][CH:28]=2)[CH2:25][N:24]([C:33]([O:35][C:36]2[CH:44]=[CH:43][C:39]([C:40]([OH:42])=[O:41])=[CH:38][CH:37]=2)=[O:34])[CH2:23]1)[C@@H:9]([C:11]1[C:20]2[C:15](=[CH:16][CH:17]=[CH:18][CH:19]=2)[CH:14]=[CH:13][CH:12]=1)[CH3:10])=O)(C)(C)C.[ClH:45].O1CCOCC1, predict the reaction product. The product is: [ClH:45].[C:11]1([C@H:9]([NH:8][CH2:21][C@@H:22]2[C@@H:26]([C:27]3[CH:32]=[CH:31][CH:30]=[CH:29][CH:28]=3)[CH2:25][N:24]([C:33]([O:35][C:36]3[CH:37]=[CH:38][C:39]([C:40]([OH:42])=[O:41])=[CH:43][CH:44]=3)=[O:34])[CH2:23]2)[CH3:10])[C:20]2[C:15](=[CH:16][CH:17]=[CH:18][CH:19]=2)[CH:14]=[CH:13][CH:12]=1. (2) Given the reactants [CH2:1]([O:3][C:4](=[O:22])[CH2:5][NH:6][CH2:7][CH2:8][NH:9][S:10]([C:13]1[S:14][C:15]2[CH:21]=[CH:20][CH:19]=[CH:18][C:16]=2[N:17]=1)(=[O:12])=[O:11])[CH3:2].[CH3:23][O:24][C:25]1[CH:48]=[CH:47][C:28]([CH2:29][O:30][C:31]([NH:33][C:34]2[N:42]=[CH:41][N:40]=[C:39]3[C:35]=2[N:36]=[CH:37][N:38]3[CH2:43][C:44](O)=[O:45])=[O:32])=[CH:27][CH:26]=1.CN(C(ON1N=NC2C=CC=CC1=2)=[N+](C)C)C.F[P-](F)(F)(F)(F)F.C(N(C(C)C)CC)(C)C.Cl, predict the reaction product. The product is: [CH2:1]([O:3][C:4](=[O:22])[CH2:5][N:6]([CH2:7][CH2:8][NH:9][S:10]([C:13]1[S:14][C:15]2[CH:21]=[CH:20][CH:19]=[CH:18][C:16]=2[N:17]=1)(=[O:12])=[O:11])[C:44](=[O:45])[CH2:43][N:38]1[CH:37]=[N:36][C:35]2[C:39]1=[N:40][CH:41]=[N:42][C:34]=2[NH:33][C:31]([O:30][CH2:29][C:28]1[CH:47]=[CH:48][C:25]([O:24][CH3:23])=[CH:26][CH:27]=1)=[O:32])[CH3:2]. (3) Given the reactants C(N(CC)CC)C.[CH3:8][N:9]1[C:21]([CH2:22][CH:23]([CH3:25])[CH3:24])=[C:20]2[C:11]([C:12]([NH2:26])=[N:13][C:14]3[CH:15]=[CH:16][CH:17]=[CH:18][C:19]=32)=[N:10]1.Cl[C:28]([O:30][CH2:31][CH3:32])=[O:29], predict the reaction product. The product is: [CH2:22]([C:21]1[N:9]([CH3:8])[N:10]=[C:11]2[C:20]=1[C:19]1[CH:18]=[CH:17][CH:16]=[CH:15][C:14]=1[N:13]=[C:12]2[NH:26][C:28](=[O:29])[O:30][CH2:31][CH3:32])[CH:23]([CH3:24])[CH3:25]. (4) Given the reactants [Cl:1][C:2]1[C:3]([C:23]2[N:27]3[CH:28]=[CH:29][CH:30]=[CH:31][C:26]3=[N:25][CH:24]=2)=[N:4][C:5]([NH:8][C:9]2[CH:14]=[CH:13][C:12]([N:15]3[CH2:20][CH2:19][NH:18][CH2:17][CH2:16]3)=[CH:11][C:10]=2[O:21][CH3:22])=[N:6][CH:7]=1.[CH:32]1([C:35](Cl)=[O:36])[CH2:34][CH2:33]1, predict the reaction product. The product is: [Cl:1][C:2]1[C:3]([C:23]2[N:27]3[CH:28]=[CH:29][CH:30]=[CH:31][C:26]3=[N:25][CH:24]=2)=[N:4][C:5]([NH:8][C:9]2[CH:14]=[CH:13][C:12]([N:15]3[CH2:16][CH2:17][N:18]([C:35]([CH:32]4[CH2:34][CH2:33]4)=[O:36])[CH2:19][CH2:20]3)=[CH:11][C:10]=2[O:21][CH3:22])=[N:6][CH:7]=1. (5) Given the reactants [NH2:1][C:2]([C:4]1[S:5][CH:6]=[CH:7][C:8]=1[NH:9][C:10]([C:12]1[CH:21]=[N:20][C:19]2[C:14](=[CH:15][CH:16]=[CH:17][CH:18]=2)[N:13]=1)=O)=[O:3].[OH-].[Na+], predict the reaction product. The product is: [N:13]1[C:14]2[C:19](=[CH:18][CH:17]=[CH:16][CH:15]=2)[N:20]=[CH:21][C:12]=1[C:10]1[N:1]=[C:2]([OH:3])[C:4]2[S:5][CH:6]=[CH:7][C:8]=2[N:9]=1. (6) Given the reactants [Cl:1][C:2]1[NH:3][C:4]2[C:9]([C:10]=1[CH:11]=[O:12])=[CH:8][CH:7]=[CH:6][CH:5]=2.[S:13]1[CH:17]=[CH:16][C:15](B(O)O)=[CH:14]1, predict the reaction product. The product is: [Cl:1][C:2]1[N:3]([C:15]2[CH:16]=[CH:17][S:13][CH:14]=2)[C:4]2[C:9]([C:10]=1[CH:11]=[O:12])=[CH:8][CH:7]=[CH:6][CH:5]=2. (7) Given the reactants [H-].[Na+].[Si]([O:10][C:11]1[CH:20]=[C:19]([CH2:21]P(OCC)(OCC)=O)[CH:18]=[CH:17][C:12]=1[C:13]([O:15][CH3:16])=[O:14])(C(C)(C)C)(C)C.[CH3:30][O:31][C:32]1[CH:39]=[C:38]([CH2:40][CH2:41][CH3:42])[CH:37]=[CH:36][C:33]=1[CH:34]=O.[NH4+].[Cl-], predict the reaction product. The product is: [OH:10][C:11]1[CH:20]=[C:19](/[CH:21]=[CH:34]/[C:33]2[CH:36]=[CH:37][C:38]([CH2:40][CH2:41][CH3:42])=[CH:39][C:32]=2[O:31][CH3:30])[CH:18]=[CH:17][C:12]=1[C:13]([O:15][CH3:16])=[O:14].